This data is from NCI-60 drug combinations with 297,098 pairs across 59 cell lines. The task is: Regression. Given two drug SMILES strings and cell line genomic features, predict the synergy score measuring deviation from expected non-interaction effect. (1) Drug 1: CNC(=O)C1=CC=CC=C1SC2=CC3=C(C=C2)C(=NN3)C=CC4=CC=CC=N4. Drug 2: CN1CCC(CC1)COC2=C(C=C3C(=C2)N=CN=C3NC4=C(C=C(C=C4)Br)F)OC. Cell line: SK-OV-3. Synergy scores: CSS=5.89, Synergy_ZIP=-4.44, Synergy_Bliss=-2.46, Synergy_Loewe=-14.6, Synergy_HSA=-4.06. (2) Drug 1: CCN(CC)CCNC(=O)C1=C(NC(=C1C)C=C2C3=C(C=CC(=C3)F)NC2=O)C. Drug 2: C1CNP(=O)(OC1)N(CCCl)CCCl. Cell line: HOP-62. Synergy scores: CSS=6.98, Synergy_ZIP=-2.90, Synergy_Bliss=-5.44, Synergy_Loewe=4.50, Synergy_HSA=-10.2. (3) Drug 1: CN1CCC(CC1)COC2=C(C=C3C(=C2)N=CN=C3NC4=C(C=C(C=C4)Br)F)OC. Synergy scores: CSS=37.5, Synergy_ZIP=-12.2, Synergy_Bliss=-13.7, Synergy_Loewe=-13.4, Synergy_HSA=-9.24. Cell line: CAKI-1. Drug 2: C1=NC2=C(N=C(N=C2N1C3C(C(C(O3)CO)O)F)Cl)N. (4) Drug 1: C1CC(=O)NC(=O)C1N2CC3=C(C2=O)C=CC=C3N. Drug 2: C1=CC(=C2C(=C1NCCNCCO)C(=O)C3=C(C=CC(=C3C2=O)O)O)NCCNCCO. Cell line: HT29. Synergy scores: CSS=40.7, Synergy_ZIP=-2.16, Synergy_Bliss=-5.25, Synergy_Loewe=-37.3, Synergy_HSA=-1.98. (5) Drug 1: C1=CC(=CC=C1C#N)C(C2=CC=C(C=C2)C#N)N3C=NC=N3. Drug 2: C1=NNC2=C1C(=O)NC=N2. Cell line: A498. Synergy scores: CSS=1.98, Synergy_ZIP=-0.130, Synergy_Bliss=-0.479, Synergy_Loewe=-0.998, Synergy_HSA=-0.571. (6) Drug 1: CNC(=O)C1=NC=CC(=C1)OC2=CC=C(C=C2)NC(=O)NC3=CC(=C(C=C3)Cl)C(F)(F)F. Drug 2: CN(C(=O)NC(C=O)C(C(C(CO)O)O)O)N=O. Cell line: M14. Synergy scores: CSS=-12.9, Synergy_ZIP=11.7, Synergy_Bliss=10.9, Synergy_Loewe=-1.10, Synergy_HSA=-2.41. (7) Drug 1: C1CN1C2=NC(=NC(=N2)N3CC3)N4CC4. Drug 2: CC12CCC3C(C1CCC2OP(=O)(O)O)CCC4=C3C=CC(=C4)OC(=O)N(CCCl)CCCl.[Na+]. Cell line: MCF7. Synergy scores: CSS=8.67, Synergy_ZIP=-6.05, Synergy_Bliss=-2.69, Synergy_Loewe=-18.5, Synergy_HSA=-6.80.